From a dataset of Reaction yield outcomes from USPTO patents with 853,638 reactions. Predict the reaction yield, written as a fraction of the theoretical maximum amount of product (1.0 means a 100% yield; for example, 0.34 means a 34% yield). (1) The reactants are [CH3:1][O:2][C:3]1[CH:4]=[C:5]2[C:10](=[CH:11][C:12]=1[O:13][CH3:14])[N:9]=[CH:8][CH:7]=[C:6]2[O:15][C:16]1[CH:22]=[CH:21][C:19]([NH2:20])=[C:18]([F:23])[CH:17]=1.ClC(Cl)(O[C:28](=[O:34])OC(Cl)(Cl)Cl)Cl.[CH:36]([NH2:40])([CH2:38][CH3:39])[CH3:37]. The yield is 0.890. The catalyst is C(Cl)(Cl)Cl.C(N(CC)CC)C.ClCCl. The product is [CH:36]([NH:40][C:28]([NH:20][C:19]1[CH:21]=[CH:22][C:16]([O:15][C:6]2[C:5]3[C:10](=[CH:11][C:12]([O:13][CH3:14])=[C:3]([O:2][CH3:1])[CH:4]=3)[N:9]=[CH:8][CH:7]=2)=[CH:17][C:18]=1[F:23])=[O:34])([CH2:38][CH3:39])[CH3:37]. (2) The catalyst is C(Cl)Cl. The yield is 0.650. The reactants are [Cl:1][C:2]1[S:6][CH:5]=[C:4]([NH2:7])[CH:3]=1.[C:8](N1C=CN=C1)(N1C=CN=C1)=[S:9].N1C=CN=C1. The product is [Cl:1][C:2]1[S:6][CH:5]=[C:4]([N:7]=[C:8]=[S:9])[CH:3]=1. (3) The reactants are C([O:3][C:4](=O)[NH:5][C:6]1[S:7][C:8]2[C:13]([N:14]3[C:18]([C:19]4[CH:24]=[CH:23][CH:22]=[CH:21][C:20]=4[Cl:25])=[CH:17][N:16]=[CH:15]3)=[N:12][NH:11][C:9]=2[N:10]=1)C.C(O)C.[CH3:30][NH2:31]. The catalyst is CS(C)=O. The product is [Cl:25][C:20]1[CH:21]=[CH:22][CH:23]=[CH:24][C:19]=1[C:18]1[N:14]([C:13]2[C:8]3[S:7][C:6]([NH:5][C:4]([NH:31][CH3:30])=[O:3])=[N:10][C:9]=3[NH:11][N:12]=2)[CH:15]=[N:16][CH:17]=1. The yield is 0.280. (4) No catalyst specified. The yield is 0.900. The reactants are [F:1][C:2]1[C:3]([CH2:11]O)=[CH:4][C:5]2[O:9][CH2:8][O:7][C:6]=2[CH:10]=1.C([O-])(O)=O.[Na+].O=S(Cl)[Cl:20]. The product is [Cl:20][CH2:11][C:3]1[C:2]([F:1])=[CH:10][C:6]2[O:7][CH2:8][O:9][C:5]=2[CH:4]=1. (5) The reactants are [NH2:1][CH2:2][C:3]1[CH:8]=[CH:7][CH:6]=[C:5]([CH2:9][O:10][Si:11]([C:14]([CH3:17])([CH3:16])[CH3:15])([CH3:13])[CH3:12])[N:4]=1.[C:18]([N:25]1[CH:29]=[CH:28][N:27]=[CH:26]1)(N1C=CN=C1)=[O:19]. The catalyst is C1COCC1. The product is [Si:11]([O:10][CH2:9][C:5]1[N:4]=[C:3]([CH2:2][NH:1][C:18]([NH:25][CH2:29][C:28]2[CH:2]=[CH:3][CH:8]=[C:26]([CH2:9][O:10][Si:11]([C:14]([CH3:17])([CH3:16])[CH3:15])([CH3:13])[CH3:12])[N:27]=2)=[O:19])[CH:8]=[CH:7][CH:6]=1)([C:14]([CH3:17])([CH3:16])[CH3:15])([CH3:12])[CH3:13]. The yield is 0.960. (6) The reactants are [CH2:1]([C@H:3]1[CH2:7][NH:6][CH2:5][C@H:4]1[C:8]([O:10]CC)=[O:9])[CH3:2].Cl.[C:14](=O)([O:23]N1C(=O)CCC1=O)[O:15][CH2:16][C:17]1[CH:22]=[CH:21][CH:20]=[CH:19][CH:18]=1. The catalyst is CCOCC. The product is [CH2:16]([O:15][C:14]([N:6]1[CH2:7][C@H:3]([CH2:1][CH3:2])[C@H:4]([C:8]([OH:10])=[O:9])[CH2:5]1)=[O:23])[C:17]1[CH:22]=[CH:21][CH:20]=[CH:19][CH:18]=1. The yield is 0.750. (7) The reactants are [OH:1][C:2]1[CH:19]=[CH:18][C:17]2[C@@H:16]3[C@H:7]([C@H:8]4[C@@:12]([CH2:14][CH2:15]3)([CH3:13])[C:11](=[O:20])[CH2:10][CH2:9]4)[CH2:6][CH2:5][C:4]=2[CH:3]=1.[Si:21](Cl)([C:24]([CH3:27])([CH3:26])[CH3:25])([CH3:23])[CH3:22].N1C=CN=C1.O. The catalyst is ClCCl. The product is [Si:21]([O:1][C:2]1[CH:19]=[CH:18][C:17]2[C@@H:16]3[C@H:7]([C@H:8]4[C@@:12]([CH2:14][CH2:15]3)([CH3:13])[C:11](=[O:20])[CH2:10][CH2:9]4)[CH2:6][CH2:5][C:4]=2[CH:3]=1)([C:24]([CH3:27])([CH3:26])[CH3:25])([CH3:23])[CH3:22]. The yield is 0.950. (8) The reactants are [CH2:1]([NH:8][C:9]([C:11]1[CH:20]=[CH:19][C:18]2[C:13](=[C:14](Br)[CH:15]=[N:16][CH:17]=2)[N:12]=1)=[O:10])[C:2]1[CH:7]=[CH:6][CH:5]=[CH:4][CH:3]=1.[N:22]1[CH:27]=[CH:26][C:25](B(O)O)=[CH:24][CH:23]=1.C(=O)([O-])[O-].[Cs+].[Cs+]. The catalyst is O1CCOCC1.O.C1(P([C-]2C=CC=C2)C2C=CC=CC=2)C=CC=CC=1.[C-]1(P(C2C=CC=CC=2)C2C=CC=CC=2)C=CC=C1.[Fe+2].[Pd](Cl)Cl. The product is [CH2:1]([NH:8][C:9]([C:11]1[CH:20]=[CH:19][C:18]2[C:13](=[C:14]([C:25]3[CH:26]=[CH:27][N:22]=[CH:23][CH:24]=3)[CH:15]=[N:16][CH:17]=2)[N:12]=1)=[O:10])[C:2]1[CH:7]=[CH:6][CH:5]=[CH:4][CH:3]=1. The yield is 0.470. (9) The reactants are B([O-])([O-])[O-].[Si+4].B([O-])([O-])[O-].B([O-])([O-])[O-].B([O-])([O-])[O-].[Si+4].[Si+4].[F:20][C:21]([F:50])([F:49])[CH2:22][C:23]([NH:25][CH2:26][C:27]1[CH:32]=[CH:31][C:30](/[CH:33]=[CH:34]/[CH:35]([C:40]2[CH:45]=[C:44]([Cl:46])[C:43]([Cl:47])=[C:42]([Cl:48])[CH:41]=2)[C:36]([F:39])([F:38])[F:37])=[CH:29][CH:28]=1)=[O:24]. The catalyst is CS(C)=O. The product is [F:49][C:21]([F:20])([F:50])[CH2:22][C:23]([NH:25][CH2:26][C:27]1[CH:32]=[CH:31][C:30](/[CH:33]=[CH:34]\[CH:35]([C:40]2[CH:41]=[C:42]([Cl:48])[C:43]([Cl:47])=[C:44]([Cl:46])[CH:45]=2)[C:36]([F:37])([F:38])[F:39])=[CH:29][CH:28]=1)=[O:24]. The yield is 0.0800.